Predict the reactants needed to synthesize the given product. From a dataset of Full USPTO retrosynthesis dataset with 1.9M reactions from patents (1976-2016). (1) The reactants are: C[O:2][C:3]([C:5]1[CH:6]=[C:7]([F:24])[CH:8]=[C:9]2[C:14]=1[NH:13][CH:12]([C:15]1[CH:20]=[CH:19][CH:18]=[C:17](Br)[CH:16]=1)[CH2:11][C:10]2([CH3:23])[CH3:22])=[O:4].[NH:25]1[CH2:30][CH2:29][O:28][CH2:27][CH2:26]1.Cl.CN(C)CC(O)=O.C(=O)([O-])[O-].[K+].[K+]. Given the product [F:24][C:7]1[CH:8]=[C:9]2[C:14](=[C:5]([C:3]([OH:2])=[O:4])[CH:6]=1)[NH:13][CH:12]([C:15]1[CH:20]=[CH:19][CH:18]=[C:17]([N:25]3[CH2:30][CH2:29][O:28][CH2:27][CH2:26]3)[CH:16]=1)[CH2:11][C:10]2([CH3:23])[CH3:22], predict the reactants needed to synthesize it. (2) Given the product [CH3:35][O:36][C:37]([C:39]1[CH:48]=[C:47]([CH2:49][CH2:50][CH2:51][NH:52][C:53]([O:55][C:56]([CH3:59])([CH3:58])[CH3:57])=[O:54])[C:46]2[C:41](=[C:42]([O:60][CH2:61][C:62]3[CH:63]=[CH:64][CH:65]=[CH:66][CH:67]=3)[CH:43]=[CH:44][CH:45]=2)[N:40]=1)=[O:38], predict the reactants needed to synthesize it. The reactants are: COC(C1C=C(O)C2C(=C(OCC3C=CC=CC=3)C=C(C#CCOCC3C=CC=CC=3)C=2)N=1)=O.[CH3:35][O:36][C:37]([C:39]1[CH:48]=[C:47]([C:49]#[C:50][CH2:51][NH:52][C:53]([O:55][C:56]([CH3:59])([CH3:58])[CH3:57])=[O:54])[C:46]2[C:41](=[C:42]([O:60][CH2:61][C:62]3[CH:67]=[CH:66][CH:65]=[CH:64][CH:63]=3)[CH:43]=[CH:44][CH:45]=2)[N:40]=1)=[O:38]. (3) The reactants are: F[C:2]1[C:7]([N+:8]([O-:10])=[O:9])=[CH:6][C:5]([NH:11][C:12]2[N:17]=[C:16]([C:18]3[C:26]4[C:21](=[CH:22][CH:23]=[CH:24][CH:25]=4)[N:20]([CH3:27])[CH:19]=3)[CH:15]=[CH:14][N:13]=2)=[C:4]([O:28][CH3:29])[CH:3]=1.[CH3:30][NH:31][CH2:32][CH2:33][N:34]([CH3:36])[CH3:35].C(N(C(C)C)C(C)C)C.O. Given the product [CH3:35][N:34]([CH3:36])[CH2:33][CH2:32][N:31]([CH3:30])[C:2]1[C:7]([N+:8]([O-:10])=[O:9])=[CH:6][C:5]([NH:11][C:12]2[N:17]=[C:16]([C:18]3[C:26]4[C:21](=[CH:22][CH:23]=[CH:24][CH:25]=4)[N:20]([CH3:27])[CH:19]=3)[CH:15]=[CH:14][N:13]=2)=[C:4]([O:28][CH3:29])[CH:3]=1, predict the reactants needed to synthesize it. (4) Given the product [CH3:13][N:14]1[C:18]([C:19]([F:20])([F:21])[F:22])=[CH:17][C:16]([C:23]2[S:24][C:25]([S:28]([NH:1][C:2]3[S:3][CH:4]=[C:5]([CH2:7][C:8]([O:10][CH2:11][CH3:12])=[O:9])[N:6]=3)(=[O:30])=[O:29])=[CH:26][CH:27]=2)=[N:15]1, predict the reactants needed to synthesize it. The reactants are: [NH2:1][C:2]1[S:3][CH:4]=[C:5]([CH2:7][C:8]([O:10][CH2:11][CH3:12])=[O:9])[N:6]=1.[CH3:13][N:14]1[C:18]([C:19]([F:22])([F:21])[F:20])=[CH:17][C:16]([C:23]2[S:24][C:25]([S:28](Cl)(=[O:30])=[O:29])=[CH:26][CH:27]=2)=[N:15]1.